From a dataset of Full USPTO retrosynthesis dataset with 1.9M reactions from patents (1976-2016). Predict the reactants needed to synthesize the given product. Given the product [C:8]([O:7][C@H:6]1[C@@H:11]([O:12][C:13](=[O:15])[CH3:14])[C@H:16]([O:17][C:18](=[O:20])[CH3:19])[C@@H:21]([CH2:23][O:24][C:25](=[O:27])[CH3:26])[O:22][C@@H:5]1[O:4][C:35]1[CH:36]=[C:37]([Cl:38])[C:32]([Br:31])=[C:33]([Cl:40])[CH:34]=1)(=[O:10])[CH3:9], predict the reactants needed to synthesize it. The reactants are: ClC(Cl)(Cl)C(=N)[O:4][C@H:5]1[O:22][C@H:21]([CH2:23][O:24][C:25](=[O:27])[CH3:26])[C@@H:16]([O:17][C:18](=[O:20])[CH3:19])[C@H:11]([O:12][C:13](=[O:15])[CH3:14])[C@@H:6]1[O:7][C:8](=[O:10])[CH3:9].[Br:31][C:32]1[C:37]([Cl:38])=[CH:36][C:35](O)=[CH:34][C:33]=1[Cl:40].[Si](OS(C(F)(F)F)(=O)=O)(C)(C)C.C(O[C@H]1[C@@H](OC(=O)C)[C@H](OC(=O)C)[C@@H](COC(=O)C)O[C@@H]1OC1C=CC(Br)=CC=1Cl)(=O)C.